Dataset: B-cell epitopes from IEDB database with 3,159 antigens for binding position prediction. Task: Token-level Classification. Given an antigen amino acid sequence, predict which amino acid positions are active epitope sites capable of antibody binding. Output is a list of indices for active positions. (1) Given the antigen sequence: MNPNQKIITIGSVSLTIATMCFLMQIAILVTTVTLHFKQYECNAPANNQVMPCEPIIIDKNITEIVYLTNTTIEKEVCPKLVEYRNWSKPQCKITGFAPFSKDNSIRLAAGGAIWVTREPYVSCDPGKCYQFALGQGTTLDNRHSNDTIHDRTPYRTLLMNELGVPFHLGTRQVCIAWSSSSCHDGKAWLHVCVTGNDKNATASFIYDGKLVDSISSWSHNILRTQESECVCINGTCTVVMTDGSASGKADTKILFIEEGKIIHISPLSGSAQHVEECSCYPRYPDVRCICRDNWRGSNRPVVDINVKDYSIDSSYVCSGLVGDTPRNNDGSSNSNCRNPNNERGNHGVKGWAFDDGSDIWMGRTISKDSRLGYETFKVVGGWSKPNSKFQTNRQVIVDSDNRSGYSGIFSVEGKSCINRCFYVELIRGRRQETRVWWTSNSIVVFCGTSGTYGSGSWPDGA, which amino acid positions are active epitope sites? The epitope positions are: [291, 292, 293, 294, 295, 296, 297, 298, 299]. The amino acids at these positions are: RDNWRGSNR. (2) The epitope positions are: [382, 383, 384, 385, 386, 387, 388, 389, 390]. The amino acids at these positions are: WSTPRFRPI. Given the antigen sequence: MCSTCANVLKYYDWDPHFRLIINPNKFLPIGFCDNPLMCCYPDLLPEFGTVWDCDQSPLQIYLESILGDDEWASTHEAIDPSVPPMHWDSAGKIFQPHPGVLMHHLIGEVAKAWDPNLPLFRLEADDGSITTPEQGTAVGGVIAEPSAQMSTAADMASGKSVDSEWEAFFSFHTSVNWSTSETQGKILFKQSLGPLLNPYLEHLSKLYVAWSGSIEVRFSISGSGVFGGKLAAIVVPPGVDPVQSTSMLQYPHVLFDARQVEPVIFTIPDLRSTLYHVMSDTDTTSLVIMVYNDLINPYANDSNSSGCIVTVETKPGPDFKFHLLKPPGSVLTHGSIPSDLIPKSSSLWIGNRYWTDITDFVIRPFVFQANRHFDFNQETAGWSTPRFRPITITISEKNGSKLGIGVATDYIIPGIPDGWPDTTIADKLIPAGDYSITTGEGNDIKTAQAYDTAAVVKNTTNFRGMYICGSLQRAWGDKKISNTAFITTAIRDGNEIKPS..., which amino acid positions are active epitope sites? (3) Given the antigen sequence: MSWINGIRGLVSSDELAKDVTGAEALLERHQEHRTEIDARAGTFQAFEQFGQQLLAHGHYASPEIKQKLDILDQERADLEKAWVQRRMMLDQCLELQLFHRDCEQAENWMAAREAFLNTEDKGDSLDSVEALIKKHEDFDKAINVQEEKIAALQAFADQLIAAGHYAKGDISSRRNEVLDRWRRLKAQMIEKRSKLGESQTLQQFSRDVDEIEAWISEKLQTASDESYKDPTNIQSKHQKHQAFEAELHANADRIRGVIDMGNSLIERGACAGSEDAVKARLAALADQWQFLVQKSAEKSQKLKEANKQQNFNTGIKDFDFWLSEVEALLASEDYGKDLASVNNLLKKHQLLEADISAHEDRLKDLNSQADSLMTSSAFDTSQVKDKRDTINGRFQKIKSMAASRRAKLNESHRLHQFFRDMDDEESWIKEKKLLVGSEDYGRDLTGVQNLRKKHKRLEAELAAHEPAIQGVLDTGKKLSDDNTIGKEEIQQRLAQFVEH..., which amino acid positions are active epitope sites? The epitope positions are: [269, 270, 271, 272, 273, 274, 275, 276, 277, 278, 279, 280, 281, 282, 283]. The amino acids at these positions are: ACAGSEDAVKARLAA.